Dataset: Full USPTO retrosynthesis dataset with 1.9M reactions from patents (1976-2016). Task: Predict the reactants needed to synthesize the given product. (1) Given the product [C:8]([O:7][C@H:6]1[C@@H:11]([O:12][C:13](=[O:15])[CH3:14])[C@H:16]([O:17][C:18](=[O:20])[CH3:19])[C@@H:21]([CH2:23][O:24][C:25](=[O:27])[CH3:26])[O:22][C@@H:5]1[N:28]=[N+:29]=[N-:30])(=[O:10])[CH3:9], predict the reactants needed to synthesize it. The reactants are: C(O[CH:5]1[O:22][C@H:21]([CH2:23][O:24][C:25](=[O:27])[CH3:26])[C@@H:16]([O:17][C:18](=[O:20])[CH3:19])[C@H:11]([O:12][C:13](=[O:15])[CH3:14])[C@@H:6]1[O:7][C:8](=[O:10])[CH3:9])(=O)C.[N:28]([Si](C)(C)C)=[N+:29]=[N-:30].[Sn](Cl)(Cl)(Cl)Cl. (2) Given the product [C:17]([NH:21][C:5]([CH2:4][CH2:3][CH2:2][Cl:1])([CH2:6][CH2:7][CH:8]=[CH2:9])[C:24]([NH:15][C:11]([CH3:14])([CH3:13])[CH3:12])=[O:25])(=[O:20])[CH3:18], predict the reactants needed to synthesize it. The reactants are: [Cl:1][CH2:2][CH2:3][CH2:4][C:5](=O)[CH2:6][CH2:7][CH:8]=[CH2:9].[C:11]([N+:15]#[C-])([CH3:14])([CH3:13])[CH3:12].[C:17]([O-:20])(=O)[CH3:18].[NH4+:21].FC(F)(F)[CH2:24][OH:25]. (3) Given the product [CH2:4]([O:6][C:7]([C:8]1[CH:9]=[C:10]([CH2:11][CH:12]([C:14]2[CH:19]=[CH:18][CH:17]=[CH:16][CH:15]=2)[CH3:13])[NH:3][N:2]=1)=[O:22])[CH3:5], predict the reactants needed to synthesize it. The reactants are: O.[NH2:2][NH2:3].[CH2:4]([O:6][C:7](=[O:22])[C:8](=O)[CH2:9][C:10](=O)[CH2:11][CH:12]([C:14]1[CH:19]=[CH:18][CH:17]=[CH:16][CH:15]=1)[CH3:13])[CH3:5]. (4) Given the product [CH3:3][C:4]1[S:5][CH:6]=[C:7]([C:9]2[S:13][C:12]([C:14]([OH:16])=[O:15])=[CH:11][CH:10]=2)[N:8]=1, predict the reactants needed to synthesize it. The reactants are: [Li+].[OH-].[CH3:3][C:4]1[S:5][CH:6]=[C:7]([C:9]2[S:13][C:12]([C:14]([O:16]C)=[O:15])=[CH:11][CH:10]=2)[N:8]=1.Cl.